Dataset: Experimentally validated miRNA-target interactions with 360,000+ pairs, plus equal number of negative samples. Task: Binary Classification. Given a miRNA mature sequence and a target amino acid sequence, predict their likelihood of interaction. (1) The miRNA is hsa-miR-7108-3p with sequence ACCCGCCCGUCUCCCCACAG. The protein sequence of the target gene is MSLLDCFCTSRTQVESLRPEKQSETSIHQYLVDEPTLSWSRPSTRASEVLCSTNVSHYELQVEIGRGFDNLTSVHLARHTPTGTLVTIKITNLENCNEERLKALQKAVILSHFFRHPNITTYWTVFTVGSWLWVISPFMAYGSASQLLRTYFPEGMSETLIRNILFGAVRGLNYLHQNGCIHRSIKASHILISGDGLVTLSGLSHLHSLVKHGQRHRAVYDFPQFSTSVQPWLSPELLRQDLHGYNVKSDIYSVGITACELASGQVPFQDMHRTQMLLQKLKGPPYSPLDISIFPQSESR.... Result: 0 (no interaction). (2) The miRNA is hsa-miR-92a-3p with sequence UAUUGCACUUGUCCCGGCCUGU. The protein sequence of the target gene is MLPVDGEERKSEGSDTEGDRTSPCAVSSATLKDLEVGGSGRRCSDPAGQPSNLLPQRGLGAPLPAETAHTQPSPNDRSLYLSPKSSSASSSLHARQSPCQEQAAVLNSRSIKISRLNDTIKSLKQQKKQVEHQLEEEKKANNEKQKAERELEGQIQRLNTEKKKLNTDLYHMKHSLRYFEEESKDLAGRLQRSSQRIGELEWSLCAVAATQKKKPDGFSSRSKALLKRQLEQSIREQILLKGHVTQLKESLKEVQLERDQYAEQIKGERAQWQQRMRKMSQEVCTLKEEKKHDTHRVEEL.... Result: 1 (interaction).